This data is from Peptide-MHC class I binding affinity with 185,985 pairs from IEDB/IMGT. The task is: Regression. Given a peptide amino acid sequence and an MHC pseudo amino acid sequence, predict their binding affinity value. This is MHC class I binding data. (1) The peptide sequence is SHGIDVTDL. The MHC is HLA-B27:05 with pseudo-sequence HLA-B27:05. The binding affinity (normalized) is 0.0847. (2) The peptide sequence is LIYDDNIDSI. The MHC is HLA-A68:02 with pseudo-sequence HLA-A68:02. The binding affinity (normalized) is 0.511. (3) The peptide sequence is ILHEPVHGV. The MHC is HLA-A02:01 with pseudo-sequence HLA-A02:01. The binding affinity (normalized) is 0.597. (4) The peptide sequence is DEEAINLFH. The MHC is HLA-B18:01 with pseudo-sequence HLA-B18:01. The binding affinity (normalized) is 0.395. (5) The peptide sequence is YLGSWATGK. The MHC is HLA-A69:01 with pseudo-sequence HLA-A69:01. The binding affinity (normalized) is 0.0847.